Predict the reactants needed to synthesize the given product. From a dataset of Full USPTO retrosynthesis dataset with 1.9M reactions from patents (1976-2016). (1) Given the product [F:17][C:2]1([F:1])[C:11]2[C:6](=[CH:7][CH:8]=[C:9]([F:12])[CH:10]=2)[C@H:5]([CH:13]([CH3:15])[CH3:14])[C@:4]([CH2:36][C:37]([OH:39])=[O:38])([OH:16])[CH2:3]1, predict the reactants needed to synthesize it. The reactants are: [F:1][C:2]1([F:17])[C:11]2[C:6](=[CH:7][CH:8]=[C:9]([F:12])[CH:10]=2)[C@H:5]([CH:13]([CH3:15])[CH3:14])[C:4](=[O:16])[CH2:3]1.[2H]C1([2H])C([2H])([2H])C2C(=CC=C(F)C=2)[C@H](C(C)C)[C@]1([CH2:36][C:37]([OH:39])=[O:38])O. (2) Given the product [C:1]([O:5][C:6](=[O:41])[N:7]([C@H:9]([C:11](=[O:40])[NH:12][C@@H:13]1[C:19](=[O:20])[N:18]([CH2:21][C:22]2[C:31]3[C:26](=[CH:27][C:28]([C:32](=[S:43])[NH2:33])=[CH:29][CH:30]=3)[CH:25]=[CH:24][C:23]=2[O:34][CH3:35])[C:17]2[CH:36]=[CH:37][CH:38]=[CH:39][C:16]=2[CH2:15][CH2:14]1)[CH3:10])[CH3:8])([CH3:2])([CH3:3])[CH3:4], predict the reactants needed to synthesize it. The reactants are: [C:1]([O:5][C:6](=[O:41])[N:7]([C@H:9]([C:11](=[O:40])[NH:12][C@@H:13]1[C:19](=[O:20])[N:18]([CH2:21][C:22]2[C:31]3[C:26](=[CH:27][C:28]([C:32]#[N:33])=[CH:29][CH:30]=3)[CH:25]=[CH:24][C:23]=2[O:34][CH3:35])[C:17]2[CH:36]=[CH:37][CH:38]=[CH:39][C:16]=2[CH2:15][CH2:14]1)[CH3:10])[CH3:8])([CH3:4])([CH3:3])[CH3:2].[NH4+]=[S:43]. (3) Given the product [Cl:1][C:2]1[CH:3]=[C:4]2[C:9](=[C:10]([Cl:12])[CH:11]=1)[CH2:8][N:7]([CH3:13])[CH2:6][C@H:5]2[C:14]1[CH:19]=[CH:18][CH:17]=[CH:16][C:15]=1[NH:20][C:24](=[O:25])[CH2:23][CH2:22][CH2:21][OH:26], predict the reactants needed to synthesize it. The reactants are: [Cl:1][C:2]1[CH:3]=[C:4]2[C:9](=[C:10]([Cl:12])[CH:11]=1)[CH2:8][N:7]([CH3:13])[CH2:6][C@H:5]2[C:14]1[CH:19]=[CH:18][CH:17]=[CH:16][C:15]=1[NH2:20].[C:21]1(=[O:26])[O:25][CH2:24][CH2:23][CH2:22]1.C[Si](C)(C)[N-][Si](C)(C)C.[Na+]. (4) Given the product [NH:72]1[C:14]2[C:15](=[CH:16][C:11]([C:10]3[C:4]4[C:5](=[N:6][CH:7]=[C:2]([C:43]5[CH:44]=[CH:45][C:46]([CH2:47][N:48]6[CH2:49][CH2:50][N:51]([C:54]([O:56][C:57]([CH3:58])([CH3:60])[CH3:59])=[O:55])[CH2:52][CH2:53]6)=[CH:61][CH:62]=5)[CH:3]=4)[NH:8][CH:9]=3)=[CH:12][CH:13]=2)[CH:71]=[CH:70]1, predict the reactants needed to synthesize it. The reactants are: Br[C:2]1[CH:3]=[C:4]2[C:10]([C:11]3[CH:16]=[CH:15][C:14](CN4CCN(C)CC4)=[CH:13][CH:12]=3)=[CH:9][N:8](S(C3C=CC(C)=CC=3)(=O)=O)[C:5]2=[N:6][CH:7]=1.CC1(C)C(C)(C)OB([C:43]2[CH:62]=[CH:61][C:46]([CH2:47][N:48]3[CH2:53][CH2:52][N:51]([C:54]([O:56][C:57]([CH3:60])([CH3:59])[CH3:58])=[O:55])[CH2:50][CH2:49]3)=[CH:45][CH:44]=2)O1.C(=O)([O-])[O-].[Na+].[Na+].[C:70](#[N:72])[CH3:71]. (5) Given the product [F:21][C:15]1[C:16]([F:20])=[CH:17][CH:18]=[CH:19][C:14]=1[C:10]1([OH:13])[CH2:11][CH2:12][N:8]([CH2:1][CH3:2])[CH2:9]1, predict the reactants needed to synthesize it. The reactants are: [CH2:1]([N:8]1[CH2:12][CH2:11][C:10]([C:14]2[CH:19]=[CH:18][CH:17]=[C:16]([F:20])[C:15]=2[F:21])([OH:13])[CH2:9]1)[C:2]1C=CC=CC=1.ICC.N1CCOCC1.